Dataset: Ames mutagenicity test results for genotoxicity prediction. Task: Regression/Classification. Given a drug SMILES string, predict its toxicity properties. Task type varies by dataset: regression for continuous values (e.g., LD50, hERG inhibition percentage) or binary classification for toxic/non-toxic outcomes (e.g., AMES mutagenicity, cardiotoxicity, hepatotoxicity). Dataset: ames. (1) The drug is O=P1(NCCCl)OCCCN1CCCl. The result is 1 (mutagenic). (2) The molecule is CC1C=Cc2c1ccc1c2ccc2ccccc21. The result is 1 (mutagenic). (3) The molecule is CC1(C)C=C(C(=O)O)C(C)(C)N1O. The result is 0 (non-mutagenic). (4) The drug is CN(C)CCNC(=O)c1cccc2cc(-c3ccccc3)oc12. The result is 1 (mutagenic). (5) The compound is c1ccc2cnncc2c1. The result is 0 (non-mutagenic). (6) The compound is [O-][N+](O)=CCl. The result is 1 (mutagenic). (7) The result is 1 (mutagenic). The molecule is Cc1ccc(Nc2ccc(N)c3c2C(=O)c2ccccc2C3=O)c(S(=O)(=O)O)c1. (8) The molecule is O=[N+]([O-])c1c(Cl)cc(Cl)cc1Cl. The result is 0 (non-mutagenic). (9) The drug is Oc1cc2cccc3ccc4c5ccccc5cc1c4c32. The result is 1 (mutagenic). (10) The compound is NC(CSC(F)(F)C(F)(F)C(F)F)C(=O)O. The result is 0 (non-mutagenic).